This data is from Full USPTO retrosynthesis dataset with 1.9M reactions from patents (1976-2016). The task is: Predict the reactants needed to synthesize the given product. (1) Given the product [CH3:20][O:21][CH2:22][CH2:23][NH:24][C:2]1[N:7]2[N:8]=[C:9]([NH:11][C:12](=[O:19])[C:13]3[CH:18]=[CH:17][CH:16]=[CH:15][CH:14]=3)[N:10]=[C:6]2[CH:5]=[CH:4][CH:3]=1, predict the reactants needed to synthesize it. The reactants are: Cl[C:2]1[N:7]2[N:8]=[C:9]([NH:11][C:12](=[O:19])[C:13]3[CH:18]=[CH:17][CH:16]=[CH:15][CH:14]=3)[N:10]=[C:6]2[CH:5]=[CH:4][CH:3]=1.[CH3:20][O:21][CH2:22][CH2:23][NH2:24]. (2) Given the product [F:17][C:16]([F:18])([F:19])[C@@H:14]([CH3:15])[CH2:13][C@H:12]([NH:11][C:9](=[O:10])[O:8][CH2:1][C:2]1[CH:3]=[CH:4][CH:5]=[CH:6][CH:7]=1)[CH2:20][OH:21], predict the reactants needed to synthesize it. The reactants are: [CH2:1]([O:8][C:9]([NH:11][C@H:12]([C:20](OC)=[O:21])[CH2:13][C@@H:14]([C:16]([F:19])([F:18])[F:17])[CH3:15])=[O:10])[C:2]1[CH:7]=[CH:6][CH:5]=[CH:4][CH:3]=1.[Li+].[Cl-].[BH4-].[Na+]. (3) Given the product [OH:8][C:9]1[CH:10]=[C:11]([C:26]2[N:30]([CH3:31])[C:29]([C:32]3[C:33]([C:38]([F:41])([F:40])[F:39])=[N:34][CH:35]=[CH:36][CH:37]=3)=[C:28]([C:42]([O:44][CH2:45][CH3:46])=[O:43])[CH:27]=2)[CH:12]=[C:13]([N+:23]([O-:25])=[O:24])[C:14]=1[OH:15], predict the reactants needed to synthesize it. The reactants are: C([O:8][C:9]1[CH:10]=[C:11]([C:26]2[N:30]([CH3:31])[C:29]([C:32]3[C:33]([C:38]([F:41])([F:40])[F:39])=[N:34][CH:35]=[CH:36][CH:37]=3)=[C:28]([C:42]([O:44][CH2:45][CH3:46])=[O:43])[CH:27]=2)[CH:12]=[C:13]([N+:23]([O-:25])=[O:24])[C:14]=1[O:15]CC1C=CC=CC=1)C1C=CC=CC=1.B(Br)(Br)Br. (4) Given the product [CH:15]1[C:16]2[C:11](=[N:10][C:9]([C:6]3[CH:5]=[CH:4][C:3]([OH:2])=[CH:8][CH:7]=3)=[C:22]3[C:17]=2[CH:18]=[CH:19][CH:20]=[CH:21]3)[CH:12]=[CH:13][CH:14]=1, predict the reactants needed to synthesize it. The reactants are: C[O:2][C:3]1[CH:8]=[CH:7][C:6]([C:9]2[N:10]=[C:11]3[C:16](=[C:17]4[C:22]=2[CH:21]=[CH:20][CH:19]=[CH:18]4)[CH:15]=[CH:14][CH:13]=[CH:12]3)=[CH:5][CH:4]=1.Br.C([O-])([O-])=O.[Na+].[Na+]. (5) Given the product [F:24][C:21]1[CH:20]=[CH:19][C:18]([C:13]2[C:12]([CH2:11][O:10][C:7]3[CH:8]=[CH:9][C:4]([C:3]([OH:25])=[O:2])=[CH:5][N:6]=3)=[C:16]([CH3:17])[O:15][N:14]=2)=[CH:23][CH:22]=1, predict the reactants needed to synthesize it. The reactants are: C[O:2][C:3](=[O:25])[C:4]1[CH:9]=[CH:8][C:7]([O:10][CH2:11][C:12]2[C:13]([C:18]3[CH:23]=[CH:22][C:21]([F:24])=[CH:20][CH:19]=3)=[N:14][O:15][C:16]=2[CH3:17])=[N:6][CH:5]=1.COC(=O)C1C=CC(OCC2C(C3C=CC=C(F)C=3)=NOC=2C)=NC=1. (6) Given the product [N:1]1[CH:6]=[CH:5][CH:4]=[CH:3][C:2]=1[C:7]1[O:8][C:9]2[CH2:14][CH2:13][N:12]([C:15]3[N:30]=[C:17]([C:18]#[N:19])[CH:20]=[CH:21][CH:22]=3)[CH2:11][C:10]=2[N:23]=1, predict the reactants needed to synthesize it. The reactants are: [N:1]1[CH:6]=[CH:5][CH:4]=[CH:3][C:2]=1[C:7]1[O:8][C:9]2[CH2:14][CH2:13][N:12]([C:15]3C=[C:17]([CH:20]=[CH:21][CH:22]=3)[C:18]#[N:19])[CH2:11][C:10]=2[N:23]=1.BrC1[N:30]=C(C#N)C=CC=1.